Dataset: Catalyst prediction with 721,799 reactions and 888 catalyst types from USPTO. Task: Predict which catalyst facilitates the given reaction. (1) The catalyst class is: 10. Reactant: [CH3:1][C:2]1[O:10][C:9]2[CH:8]=[CH:7][N:6]([C:11]3[CH:16]=[CH:15][C:14]([N:17]4[CH2:22][CH2:21][NH:20][CH2:19][CH2:18]4)=[CH:13][CH:12]=3)[C:5](=[O:23])[C:4]=2[CH:3]=1.CC1C=CC(S(O[CH2:35][CH2:36][CH2:37][CH2:38][C:39]2[C:47]3[C:42](=[CH:43][CH:44]=[C:45]([F:48])[CH:46]=3)[NH:41][CH:40]=2)(=O)=O)=CC=1.C(=O)([O-])[O-].[K+].[K+].[I-].[K+]. Product: [F:48][C:45]1[CH:46]=[C:47]2[C:42](=[CH:43][CH:44]=1)[NH:41][CH:40]=[C:39]2[CH2:38][CH2:37][CH2:36][CH2:35][N:20]1[CH2:21][CH2:22][N:17]([C:14]2[CH:13]=[CH:12][C:11]([N:6]3[CH:7]=[CH:8][C:9]4[O:10][C:2]([CH3:1])=[CH:3][C:4]=4[C:5]3=[O:23])=[CH:16][CH:15]=2)[CH2:18][CH2:19]1. (2) Reactant: [Cl:1][C:2]1[CH:3]=[C:4]([C:9]2[CH:14]=[C:13]([C:15]([F:18])([F:17])[F:16])[N:12]=[C:11]([N:19]3[CH:23]=[C:22]([Sn](CCCC)(CCCC)CCCC)[N:21]=[CH:20]3)[N:10]=2)[CH:5]=[CH:6][C:7]=1[Cl:8].[CH3:37][C:38]([NH:41][S:42]([C:45]1[S:49][C:48](Br)=[CH:47][CH:46]=1)(=[O:44])=[O:43])([CH3:40])[CH3:39].CCCCCC. Product: [C:38]([NH:41][S:42]([C:45]1[S:49][C:48]([C:22]2[N:21]=[CH:20][N:19]([C:11]3[N:10]=[C:9]([C:4]4[CH:5]=[CH:6][C:7]([Cl:8])=[C:2]([Cl:1])[CH:3]=4)[CH:14]=[C:13]([C:15]([F:18])([F:16])[F:17])[N:12]=3)[CH:23]=2)=[CH:47][CH:46]=1)(=[O:43])=[O:44])([CH3:40])([CH3:37])[CH3:39]. The catalyst class is: 109. (3) Reactant: [Cl:1][C:2]1[C:3]([O:12][C:13]2[CH:18]=[C:17]([O:19][CH2:20][CH2:21][O:22][CH:23]([CH3:25])[CH3:24])[CH:16]=[CH:15][C:14]=2[CH2:26][CH2:27][C:28](OCC)=[O:29])=[N:4][CH:5]=[C:6]([C:8]([F:11])([F:10])[F:9])[CH:7]=1.[H-].[Al+3].[Li+].[H-].[H-].[H-].O.O.O.O.O.O.O.O.O.O.S([O-])([O-])(=O)=O.[Na+].[Na+]. Product: [Cl:1][C:2]1[C:3]([O:12][C:13]2[CH:18]=[C:17]([O:19][CH2:20][CH2:21][O:22][CH:23]([CH3:24])[CH3:25])[CH:16]=[CH:15][C:14]=2[CH2:26][CH2:27][CH2:28][OH:29])=[N:4][CH:5]=[C:6]([C:8]([F:10])([F:9])[F:11])[CH:7]=1. The catalyst class is: 7. (4) Reactant: [S:1]([CH2:11][CH2:12][O:13][C:14](=[O:17])[CH:15]=[CH2:16])([C:4]1[CH:10]=[CH:9][C:7]([CH3:8])=[CH:6][CH:5]=1)(=[O:3])=[O:2].[OH:18][CH2:19][CH2:20][CH2:21][O:22][C:23](=[O:26])[CH:24]=[CH2:25].[CH3:27][O:28][C:29](=[O:33])[C:30]([CH3:32])=[CH2:31].CC(N=NC(C#N)(C)C)(C#N)C. Product: [S:1]([CH2:11][CH2:12][O:13][C:14](=[O:17])[CH:15]=[CH2:16])([C:4]1[CH:5]=[CH:6][C:7]([CH3:8])=[CH:9][CH:10]=1)(=[O:3])=[O:2].[OH:18][CH2:19][CH2:20][CH2:21][O:22][C:23](=[O:26])[CH:24]=[CH2:25].[CH3:27][O:28][C:29](=[O:33])[C:30]([CH3:32])=[CH2:31]. The catalyst class is: 7. (5) Reactant: [CH:1]1([C:7]2[C:8]3[CH:9]=[CH:10][C:11]([C:24]([O:26]C)=[O:25])=[CH:12][C:13]=3[N:14]3[CH2:23][CH2:22][C:21]4[CH:20]=[CH:19][CH:18]=[CH:17][C:16]=4[C:15]=23)[CH2:6][CH2:5][CH2:4][CH2:3][CH2:2]1.[OH-].[Na+].Cl. Product: [CH:1]1([C:7]2[C:8]3[CH:9]=[CH:10][C:11]([C:24]([OH:26])=[O:25])=[CH:12][C:13]=3[N:14]3[CH2:23][CH2:22][C:21]4[CH:20]=[CH:19][CH:18]=[CH:17][C:16]=4[C:15]=23)[CH2:2][CH2:3][CH2:4][CH2:5][CH2:6]1. The catalyst class is: 83. (6) Reactant: P(Cl)(Cl)([Cl:3])=O.CN(C)[CH:8]=[O:9].[C:11]1([N:17]2[C:21](O)=[CH:20][C:19]([C:23]([F:26])([F:25])[F:24])=[N:18]2)[CH:16]=[CH:15][CH:14]=[CH:13][CH:12]=1. Product: [Cl:3][C:21]1[N:17]([C:11]2[CH:16]=[CH:15][CH:14]=[CH:13][CH:12]=2)[N:18]=[C:19]([C:23]([F:26])([F:25])[F:24])[C:20]=1[CH:8]=[O:9]. The catalyst class is: 6. (7) Reactant: C(OC(=O)[NH:7][CH:8]([C:10]1[CH:15]=[C:14]([Cl:16])[C:13]([CH3:17])=[C:12]([C:18]2[CH:23]=[CH:22][CH:21]=[C:20]([C:24]([N:26]([CH3:28])[CH3:27])=[O:25])[N:19]=2)[C:11]=1[O:29][CH3:30])[CH3:9])(C)(C)C. Product: [ClH:16].[ClH:16].[NH2:7][CH:8]([C:10]1[C:11]([O:29][CH3:30])=[C:12]([C:18]2[N:19]=[C:20]([C:24]([N:26]([CH3:27])[CH3:28])=[O:25])[CH:21]=[CH:22][CH:23]=2)[C:13]([CH3:17])=[C:14]([Cl:16])[CH:15]=1)[CH3:9]. The catalyst class is: 89. (8) Reactant: [Cl:1][C:2]1[CH:7]=[CH:6][C:5]([CH:8]([C:25]2[CH:30]=[CH:29][CH:28]=[CH:27][CH:26]=2)[N:9]2[CH2:14][CH2:13][N:12](S(C3C=CC(C)=CC=3)(=O)=O)[CH2:11][CH2:10]2)=[CH:4][CH:3]=1.OC1C=CC(C(O)=O)=CC=1.O. Product: [Cl:1][C:2]1[CH:3]=[CH:4][C:5]([CH:8]([C:25]2[CH:26]=[CH:27][CH:28]=[CH:29][CH:30]=2)[N:9]2[CH2:10][CH2:11][NH:12][CH2:13][CH2:14]2)=[CH:6][CH:7]=1. The catalyst class is: 15. (9) Reactant: [CH2:1]([O:3][C:4](=[O:37])[CH2:5][N:6]1[C:14]2[CH2:13][CH2:12][CH2:11][C@@H:10]([N:15]([S:17]([C:20]3[CH:21]=[N:22][C:23]([O:29][C:30]4[CH:35]=[CH:34][C:33]([Cl:36])=[CH:32][CH:31]=4)=[C:24]([C:26]([CH3:28])=[CH2:27])[CH:25]=3)(=[O:19])=[O:18])[CH3:16])[C:9]=2[CH:8]=[N:7]1)[CH3:2]. Product: [CH2:1]([O:3][C:4](=[O:37])[CH2:5][N:6]1[C:14]2[CH2:13][CH2:12][CH2:11][C@@H:10]([N:15]([S:17]([C:20]3[CH:21]=[N:22][C:23]([O:29][C:30]4[CH:31]=[CH:32][C:33]([Cl:36])=[CH:34][CH:35]=4)=[C:24]([CH:26]([CH3:28])[CH3:27])[CH:25]=3)(=[O:18])=[O:19])[CH3:16])[C:9]=2[CH:8]=[N:7]1)[CH3:2]. The catalyst class is: 19. (10) Reactant: Cl[C:2]1[N:11]=[CH:10][C:9]2[C:4](=[C:5]([O:12][C:13]3[CH:14]=[N:15][C:16]([F:19])=[CH:17][CH:18]=3)[CH:6]=[CH:7][CH:8]=2)[N:3]=1.BrC1N=CC2C(=C(OC3C=NC(F)=CC=3)C=CC=2)N=1.[S:39]([NH2:49])(=[O:48])([C:41]1[CH:46]=[CH:45][C:44]([NH2:47])=[CH:43][CH:42]=1)=[O:40]. Product: [F:19][C:16]1[N:15]=[CH:14][C:13]([O:12][C:5]2[CH:6]=[CH:7][CH:8]=[C:9]3[C:4]=2[N:3]=[C:2]([NH:47][C:44]2[CH:45]=[CH:46][C:41]([S:39]([NH2:49])(=[O:40])=[O:48])=[CH:42][CH:43]=2)[N:11]=[CH:10]3)=[CH:18][CH:17]=1. The catalyst class is: 41.